Dataset: Forward reaction prediction with 1.9M reactions from USPTO patents (1976-2016). Task: Predict the product of the given reaction. (1) Given the reactants [C:1]([O:5][C:6]([NH:8][CH2:9][C@H:10]1[CH2:15][CH2:14][C@H:13]([C:16]([NH:18][C@@H:19]([CH2:23][C:24]2[CH:29]=[CH:28][C:27]([C:30]3[CH:35]=[CH:34][C:33]([C:36](=[O:51])[NH:37][CH:38]4[CH2:43][CH2:42][N:41]([C:44]([O:46][C:47]([CH3:50])([CH3:49])[CH3:48])=[O:45])[CH2:40][CH2:39]4)=[CH:32][C:31]=3[CH3:52])=[CH:26][CH:25]=2)[C:20](O)=[O:21])=[O:17])[CH2:12][CH2:11]1)=[O:7])([CH3:4])([CH3:3])[CH3:2].[NH2:53][C:54]1[CH:59]=[CH:58][C:57]([C:60]2[NH:64][N:63]=[C:62]([C:65]([F:75])([F:74])[C:66]([F:73])([F:72])[C:67]([N:69]([CH3:71])[CH3:70])=[O:68])[N:61]=2)=[CH:56][CH:55]=1.C(P1(=O)OP(=O)(CCC)OP(=O)(CCC)O1)CC, predict the reaction product. The product is: [C:1]([O:5][C:6]([NH:8][CH2:9][C@H:10]1[CH2:15][CH2:14][C@H:13]([C:16]([NH:18][C@H:19]([C:20]([NH:53][C:54]2[CH:59]=[CH:58][C:57]([C:60]3[NH:64][N:63]=[C:62]([C:65]([F:74])([F:75])[C:66]([F:73])([F:72])[C:67]([N:69]([CH3:71])[CH3:70])=[O:68])[N:61]=3)=[CH:56][CH:55]=2)=[O:21])[CH2:23][C:24]2[CH:25]=[CH:26][C:27]([C:30]3[CH:35]=[CH:34][C:33]([C:36]([NH:37][CH:38]4[CH2:43][CH2:42][N:41]([C:44]([O:46][C:47]([CH3:49])([CH3:48])[CH3:50])=[O:45])[CH2:40][CH2:39]4)=[O:51])=[CH:32][C:31]=3[CH3:52])=[CH:28][CH:29]=2)=[O:17])[CH2:12][CH2:11]1)=[O:7])([CH3:3])([CH3:4])[CH3:2]. (2) The product is: [CH3:1][O:2][C:3]1[CH:12]=[C:11]2[C:6]([CH2:7][CH:8]([C:17]3[C:22]([O:23][CH2:24][C:25]4[CH:30]=[CH:29][C:28]([O:31][CH3:32])=[CH:27][CH:26]=4)=[CH:21][CH:20]=[CH:19][N:18]=3)[C:9](=[O:15])[C:10]2([CH3:13])[CH3:14])=[CH:5][CH:4]=1. Given the reactants [CH3:1][O:2][C:3]1[CH:12]=[C:11]2[C:6]([CH2:7][CH2:8][C:9](=[O:15])[C:10]2([CH3:14])[CH3:13])=[CH:5][CH:4]=1.I[C:17]1[C:22]([O:23][CH2:24][C:25]2[CH:30]=[CH:29][C:28]([O:31][CH3:32])=[CH:27][CH:26]=2)=[CH:21][CH:20]=[CH:19][N:18]=1.CC(C)([O-])C.[Na+].CC1(C)C2C(=C(P(C3C=CC=CC=3)C3C=CC=CC=3)C=CC=2)OC2C(P(C3C=CC=CC=3)C3C=CC=CC=3)=CC=CC1=2, predict the reaction product. (3) Given the reactants [F:1][C:2]1[CH:7]=[C:6]([F:8])[CH:5]=[CH:4][C:3]=1/[CH:9]=[C:10](\[C:13]1[CH:14]=[CH:15][C:16]2[O:21][CH2:20][C:19](=[O:22])[NH:18][C:17]=2[CH:23]=1)/[CH:11]=O.[NH2:24][C:25]([NH2:27])=[S:26].Cl.C([O-])(O)=O.[Na+], predict the reaction product. The product is: [NH2:27][C:25]1[S:26][CH:9]([C:3]2[CH:4]=[CH:5][C:6]([F:8])=[CH:7][C:2]=2[F:1])[C:10]([C:13]2[CH:14]=[CH:15][C:16]3[O:21][CH2:20][C:19](=[O:22])[NH:18][C:17]=3[CH:23]=2)=[CH:11][N:24]=1. (4) Given the reactants C(=O)([O-])[O-].[K+].[K+].[N+:7]([CH3:10])([O-:9])=[O:8].[CH3:11][C:12]1[N:13]=[C:14]([CH:17]=[O:18])[S:15][CH:16]=1, predict the reaction product. The product is: [CH3:11][C:12]1[N:13]=[C:14]([CH:17]([OH:18])[CH2:10][N+:7]([O-:9])=[O:8])[S:15][CH:16]=1.